This data is from Forward reaction prediction with 1.9M reactions from USPTO patents (1976-2016). The task is: Predict the product of the given reaction. (1) Given the reactants CN(C=O)C.S(Cl)([Cl:8])=O.[CH2:10]([O:21][C:22]1[CH:23]=[C:24]([CH:27]=[C:28]([O:30][CH2:31][CH2:32][CH2:33][CH2:34][CH2:35][CH2:36][CH2:37][CH2:38][CH2:39][CH2:40][CH3:41])[CH:29]=1)[CH2:25]O)[CH2:11][CH2:12][CH2:13][CH2:14][CH2:15][CH2:16][CH2:17][CH2:18][CH2:19][CH3:20].N1C=CC=CC=1, predict the reaction product. The product is: [CH2:10]([O:21][C:22]1[CH:23]=[C:24]([CH:27]=[C:28]([O:30][CH2:31][CH2:32][CH2:33][CH2:34][CH2:35][CH2:36][CH2:37][CH2:38][CH2:39][CH2:40][CH3:41])[CH:29]=1)[CH2:25][Cl:8])[CH2:11][CH2:12][CH2:13][CH2:14][CH2:15][CH2:16][CH2:17][CH2:18][CH2:19][CH3:20]. (2) Given the reactants Cl[CH2:2][C:3]1[O:4][C:5]([C:8]2[CH:13]=[CH:12][C:11]([CH3:14])=[CH:10][CH:9]=2)=[N:6][N:7]=1.[Cl:15][C:16]1[CH:21]=[CH:20][CH:19]=[CH:18][C:17]=1[N:22]1[C:26]([SH:27])=[N:25][N:24]=[C:23]1[C:28]1[CH:33]=[CH:32][N:31]=[C:30]([OH:34])[CH:29]=1.C([O-])([O-])=O.[K+].[K+], predict the reaction product. The product is: [C:11]1([CH3:14])[CH:12]=[CH:13][C:8]([C:5]2[O:4][C:3]([CH2:2][S:27][C:26]3[N:22]([C:17]4[CH:18]=[CH:19][CH:20]=[CH:21][C:16]=4[Cl:15])[C:23]([C:28]4[CH:33]=[CH:32][N:31]=[C:30]([OH:34])[CH:29]=4)=[N:24][N:25]=3)=[N:7][N:6]=2)=[CH:9][CH:10]=1. (3) The product is: [CH3:8][C:5]([S:2]([CH3:1])(=[O:4])=[O:3])([CH2:11][CH:10]=[CH2:9])[C:6]#[N:7]. Given the reactants [CH3:1][S:2]([CH:5]([CH3:8])[C:6]#[N:7])(=[O:4])=[O:3].[CH2:9](Br)[CH:10]=[CH2:11], predict the reaction product. (4) Given the reactants O[C:2]1[C:11]2[C:6](=[CH:7][CH:8]=[C:9]([O:12][CH3:13])[CH:10]=2)[C:5]2[O:14][C:15]3[CH:20]=[CH:19][CH:18]=[CH:17][C:16]=3[C:4]=2[N:3]=1.[Cl:21]C1C=C2C(C3OC4C=CC=CC=4C=3N=C2O)=CC=1, predict the reaction product. The product is: [CH3:13][O:12][C:9]1[CH:10]=[C:11]2[C:6]([C:5]3[O:14][C:15]4[CH:20]=[CH:19][CH:18]=[CH:17][C:16]=4[C:4]=3[N:3]=[C:2]2[Cl:21])=[CH:7][CH:8]=1. (5) The product is: [Br:3][C:4]1[CH:9]=[CH:8][C:7]([N:10]([CH3:18])[S:11]([CH3:14])(=[O:12])=[O:13])=[C:6]([N+:15]([O-:17])=[O:16])[CH:5]=1. Given the reactants CI.[Br:3][C:4]1[CH:9]=[CH:8][C:7]([NH:10][S:11]([CH3:14])(=[O:13])=[O:12])=[C:6]([N+:15]([O-:17])=[O:16])[CH:5]=1.[C:18]([O-])([O-])=O.[K+].[K+].O, predict the reaction product. (6) Given the reactants [CH3:1][C:2]1[NH:3][C:4]2[C:9]([CH:10]=1)=[CH:8][CH:7]=[CH:6][CH:5]=2.[Cl-].[CH3:12][C:13]1[CH:22]=[CH:21][C:16]([CH:17]=[N+:18]([CH3:20])[CH3:19])=[CH:15][CH:14]=1.CC1C=CC(C=O)=CC=1.CNC, predict the reaction product. The product is: [CH3:19][N:18]([CH3:20])[CH:17]([C:10]1[C:9]2[C:4](=[CH:5][CH:6]=[CH:7][CH:8]=2)[NH:3][C:2]=1[CH3:1])[C:16]1[CH:21]=[CH:22][C:13]([CH3:12])=[CH:14][CH:15]=1.